Dataset: Full USPTO retrosynthesis dataset with 1.9M reactions from patents (1976-2016). Task: Predict the reactants needed to synthesize the given product. (1) The reactants are: [Li]CCCC.[C:6]12([PH2:16])[CH2:15][CH:10]3[CH2:11][CH:12]([CH2:14][CH:8]([CH2:9]3)[CH2:7]1)[CH2:13]2.[C:17](Cl)([CH3:20])([CH3:19])[CH3:18]. Given the product [C:6]12([PH:16][C:17]([CH3:20])([CH3:19])[CH3:18])[CH2:13][CH:12]3[CH2:11][CH:10]([CH2:9][CH:8]([CH2:14]3)[CH2:7]1)[CH2:15]2, predict the reactants needed to synthesize it. (2) Given the product [Br:1][C:2]1[C:3]([CH3:18])=[CH:4][C:5]([O:6][CH2:7][CH2:8][C:9](=[O:10])[CH3:19])=[CH:15][C:16]=1[CH3:17], predict the reactants needed to synthesize it. The reactants are: [Br:1][C:2]1[C:16]([CH3:17])=[CH:15][C:5]([O:6][CH2:7][CH2:8][C:9](N(OC)C)=[O:10])=[CH:4][C:3]=1[CH3:18].[CH3:19][Mg+].[Br-]. (3) Given the product [CH3:19][C:20]1([CH3:36])[C:24]([CH3:26])([CH3:25])[O:23][B:22]([C:2]2[CH:7]=[CH:6][C:5]([C:8]3[NH:12][C:11](=[O:13])[O:10][N:9]=3)=[CH:4][CH:3]=2)[O:21]1, predict the reactants needed to synthesize it. The reactants are: Br[C:2]1[CH:7]=[CH:6][C:5]([C:8]2[NH:12][C:11](=[O:13])[O:10][N:9]=2)=[CH:4][CH:3]=1.C([O-])(=O)C.[K+].[CH3:19][C:20]1([CH3:36])[C:24]([CH3:26])([CH3:25])[O:23][B:22]([B:22]2[O:23][C:24]([CH3:26])([CH3:25])[C:20]([CH3:36])([CH3:19])[O:21]2)[O:21]1.ClCCl. (4) Given the product [OH:8][C@@H:9]1[CH2:14][C@@H:13]([O:15][CH3:16])[CH2:12][N:11]([C:17]([O:19][CH2:20][C:21]2[CH:26]=[CH:25][CH:24]=[CH:23][CH:22]=2)=[O:18])[CH2:10]1, predict the reactants needed to synthesize it. The reactants are: [Si]([O:8][C@@H:9]1[CH2:14][C@@H:13]([O:15][CH3:16])[CH2:12][N:11]([C:17]([O:19][CH2:20][C:21]2[CH:26]=[CH:25][CH:24]=[CH:23][CH:22]=2)=[O:18])[CH2:10]1)(C(C)(C)C)(C)C.Cl.C(O)(C)C. (5) Given the product [CH3:24][S:21]([C:8]1([C:6]2[CH:5]=[C:4]([N:25]3[CH2:30][CH2:29][O:28][CH2:27][CH2:26]3)[N:3]=[C:2]([C:41]3[CH:42]=[CH:43][CH:44]=[C:45]4[C:40]=3[CH:39]=[CH:38][NH:37]4)[N:7]=2)[CH2:13][CH2:12][NH:11][CH2:10][CH2:9]1)(=[O:22])=[O:23], predict the reactants needed to synthesize it. The reactants are: Cl[C:2]1[N:7]=[C:6]([C:8]2([S:21]([CH3:24])(=[O:23])=[O:22])[CH2:13][CH2:12][N:11](C(OC(C)(C)C)=O)[CH2:10][CH2:9]2)[CH:5]=[C:4]([N:25]2[CH2:30][CH2:29][O:28][CH2:27][CH2:26]2)[N:3]=1.C(=O)([O-])[O-].[Na+].[Na+].[NH:37]1[C:45]2[C:40](=[C:41](B(O)O)[CH:42]=[CH:43][CH:44]=2)[CH:39]=[CH:38]1. (6) Given the product [CH3:39][C:29]1[CH:28]=[C:27]([O:26][CH2:25]/[CH:24]=[C:23](/[C:40]2[CH:45]=[CH:44][C:43]([S:46][CH3:47])=[CH:42][CH:41]=2)\[C:20]2[CH:21]=[CH:22][C:17]([C:3]#[C:2][CH2:1][N:4]3[CH:8]=[CH:7][CH:6]=[N:5]3)=[CH:18][CH:19]=2)[CH:38]=[CH:37][C:30]=1[O:31][CH2:32][C:33]([O:35][CH3:36])=[O:34], predict the reactants needed to synthesize it. The reactants are: [CH2:1]([N:4]1[CH:8]=[CH:7][CH:6]=[N:5]1)[C:2]#[CH:3].C(NC(C)C)(C)C.I[C:17]1[CH:22]=[CH:21][C:20](/[C:23](/[C:40]2[CH:45]=[CH:44][C:43]([S:46][CH3:47])=[CH:42][CH:41]=2)=[CH:24]\[CH2:25][O:26][C:27]2[CH:38]=[CH:37][C:30]([O:31][CH2:32][C:33]([O:35][CH3:36])=[O:34])=[C:29]([CH3:39])[CH:28]=2)=[CH:19][CH:18]=1.